Dataset: CYP2D6 inhibition data for predicting drug metabolism from PubChem BioAssay. Task: Regression/Classification. Given a drug SMILES string, predict its absorption, distribution, metabolism, or excretion properties. Task type varies by dataset: regression for continuous measurements (e.g., permeability, clearance, half-life) or binary classification for categorical outcomes (e.g., BBB penetration, CYP inhibition). Dataset: cyp2d6_veith. (1) The compound is COc1ccc2[nH]cc(CCNc3ncncc3-c3ccc4c(c3)OCO4)c2c1. The result is 1 (inhibitor). (2) The compound is COC(=O)[C@@]1(Cc2ccc(OC)cc2)[C@H]2c3cc(C(=O)N(C)C)n(CCO)c3C[C@H]2CN1C(=O)c1ccccc1. The result is 0 (non-inhibitor). (3) The result is 1 (inhibitor). The molecule is Fc1cc2nc(-c3ccncc3)[nH]c2cc1F. (4) The result is 0 (non-inhibitor). The compound is CN1CCN(c2ncc3nc(-c4cccs4)c(=O)n(CCC#N)c3n2)CC1. (5) The result is 0 (non-inhibitor). The drug is CCOC(=O)c1cc2c(C)n(-c3ccc(C)cc3)c(C)c2ccc1=O. (6) The drug is O=C(O)[C@@H]1CCCN1Cc1ccc2c(c1)OCO2. The result is 0 (non-inhibitor).